The task is: Predict the product of the given reaction.. This data is from Forward reaction prediction with 1.9M reactions from USPTO patents (1976-2016). (1) The product is: [NH2:15][CH2:14][CH2:13][NH:12][C:10](=[O:11])[O:9][CH2:2][C:3]1[CH:4]=[CH:5][CH:6]=[CH:7][CH:8]=1. Given the reactants [Cl-].[CH2:2]([O:9][C:10]([NH:12][CH2:13][CH2:14][NH3+:15])=[O:11])[C:3]1[CH:8]=[CH:7][CH:6]=[CH:5][CH:4]=1.C([O-])([O-])=O.[Na+].[Na+], predict the reaction product. (2) Given the reactants [Cl:1][C:2]1[CH:3]=[C:4]([CH2:9][S:10]([NH:13][C:14]2[N:15]=[N:16][C:17]([S:22][CH2:23][CH2:24][CH3:25])=[CH:18][C:19]=2[O:20][CH3:21])(=[O:12])=[O:11])[CH:5]=[C:6]([Cl:8])[CH:7]=1.[CH3:26][O:27]CCCS.C(S)CC, predict the reaction product. The product is: [Cl:1][C:2]1[CH:3]=[C:4]([CH2:9][S:10]([NH:13][C:14]2[N:15]=[N:16][C:17]([S:22][CH2:23][CH2:24][CH2:25][O:27][CH3:26])=[CH:18][C:19]=2[O:20][CH3:21])(=[O:12])=[O:11])[CH:5]=[C:6]([Cl:8])[CH:7]=1. (3) Given the reactants [H-].[Na+].[C:3]([O:7][C:8]([NH:10][C@@H:11]1[CH2:16][CH2:15][CH2:14][N:13](/[C:17](=[N:30]\[C:31]#[N:32])/[N:18]([CH2:25][CH:26]=[C:27]([CH3:29])[CH3:28])[CH2:19][C:20]([O:22][CH2:23][CH3:24])=[O:21])[CH2:12]1)=[O:9])([CH3:6])([CH3:5])[CH3:4].O.[Cl-].[NH4+], predict the reaction product. The product is: [NH2:32][C:31]1[N:30]=[C:17]([N:13]2[CH2:14][CH2:15][CH2:16][C@@H:11]([NH:10][C:8]([O:7][C:3]([CH3:4])([CH3:5])[CH3:6])=[O:9])[CH2:12]2)[N:18]([CH2:25][CH:26]=[C:27]([CH3:29])[CH3:28])[C:19]=1[C:20]([O:22][CH2:23][CH3:24])=[O:21]. (4) The product is: [CH3:29][N:21]([C@@H:19]([CH3:20])[C:18](=[O:30])[NH:17][CH2:16][CH2:15][CH2:14][C:13]#[C:12][C:5]1[C:6]([NH:8][CH2:9][CH2:10][CH3:11])=[N:7][C:2]([NH:58][C:32]2[CH:34]=[CH:35][CH:36]=[CH:37][CH:31]=2)=[N:3][CH:4]=1)[C:22](=[O:28])[O:23][C:24]([CH3:27])([CH3:26])[CH3:25]. Given the reactants Cl[C:2]1[N:7]=[C:6]([NH:8][CH2:9][CH2:10][CH3:11])[C:5]([C:12]#[C:13][CH2:14][CH2:15][CH2:16][NH:17][C:18](=[O:30])[C@@H:19]([N:21]([CH3:29])[C:22](=[O:28])[O:23][C:24]([CH3:27])([CH3:26])[CH3:25])[CH3:20])=[CH:4][N:3]=1.[C@:31]12(CS(O)(=O)=O)C(C)(C)[CH:35]([CH2:36][CH2:37]1)[CH2:34][C:32]2=O.C(=O)([O-])O.[Na+].C(OCC)(=O)C.C[N:58]1CCCC1=O, predict the reaction product. (5) Given the reactants [I:1][C:2]1[C:6]2[C:7]([O:11][CH3:12])=[N:8][CH:9]=[CH:10][C:5]=2[NH:4][CH:3]=1.C1OCCOCCOCCOCCOC1.[H-].[Na+].[F:30][C:31]1[CH:36]=[C:35]([N+:37]([O-:39])=[O:38])[CH:34]=[C:33]([F:40])[C:32]=1F, predict the reaction product. The product is: [F:30][C:31]1[CH:36]=[C:35]([N+:37]([O-:39])=[O:38])[CH:34]=[C:33]([F:40])[C:32]=1[N:4]1[C:5]2[CH:10]=[CH:9][N:8]=[C:7]([O:11][CH3:12])[C:6]=2[C:2]([I:1])=[CH:3]1.